The task is: Predict the reactants needed to synthesize the given product.. This data is from Full USPTO retrosynthesis dataset with 1.9M reactions from patents (1976-2016). (1) Given the product [C:38]([O:19]/[N:20]=[C:21](\[NH2:37])/[CH2:22][N:23]1[CH2:28][CH2:27][N:26]([C:29]([O:31][C:32]([CH3:33])([CH3:35])[CH3:34])=[O:30])[C@H:25]([CH3:36])[CH2:24]1)(=[O:40])[CH3:39], predict the reactants needed to synthesize it. The reactants are: C(P1(=O)OP(CCC)(=O)OP(CCC)(=O)O1)CC.[OH:19][NH:20][C:21](=[NH:37])[CH2:22][N:23]1[CH2:28][CH2:27][N:26]([C:29]([O:31][C:32]([CH3:35])([CH3:34])[CH3:33])=[O:30])[C@H:25]([CH3:36])[CH2:24]1.[C:38](O)(=[O:40])[CH3:39].C(N(CC)CC)C. (2) The reactants are: [F:1][C:2]1[C:3]([CH2:26][N:27](C)[C:28](=O)OC(C)(C)C)=[CH:4][N:5]([S:17]([C:20]2[CH:25]=[CH:24][CH:23]=[CH:22][CH:21]=2)(=[O:19])=[O:18])[C:6]=1[C:7]1[C:8]([C:13]([F:16])([F:15])[F:14])=[N:9][CH:10]=[CH:11][CH:12]=1.C(OCC)(=O)C.[ClH:42]. Given the product [ClH:42].[F:1][C:2]1[C:3]([CH2:26][NH:27][CH3:28])=[CH:4][N:5]([S:17]([C:20]2[CH:21]=[CH:22][CH:23]=[CH:24][CH:25]=2)(=[O:18])=[O:19])[C:6]=1[C:7]1[C:8]([C:13]([F:15])([F:14])[F:16])=[N:9][CH:10]=[CH:11][CH:12]=1, predict the reactants needed to synthesize it. (3) Given the product [CH3:14][C:4]([CH3:13])([CH2:5][O:6][CH:7]1[CH2:12][CH2:11][CH2:10][CH2:9][O:8]1)[C:3](=[O:15])[CH2:17][C:16]#[N:18], predict the reactants needed to synthesize it. The reactants are: CO[C:3](=[O:15])[C:4]([CH3:14])([CH3:13])[CH2:5][O:6][CH:7]1[CH2:12][CH2:11][CH2:10][CH2:9][O:8]1.[C:16](#[N:18])[CH3:17].[H-].[Na+]. (4) Given the product [CH3:1][C:2]1([CH3:10])[CH:8]2[CH2:9][CH:3]1[CH2:4][CH2:5][CH:6]2[CH2:7][CH2:27][C:28]([C:30]1[CH:35]=[CH:34][CH:33]=[CH:32][CH:31]=1)=[O:29], predict the reactants needed to synthesize it. The reactants are: [CH3:1][C:2]1([CH3:10])[C@H:8]2[CH2:9][C@@H:3]1[CH2:4][CH2:5][C:6]2=[CH2:7].B1C2CCCC1CCC2.C([O-])(C)(C)C.[K+].Br[CH2:27][C:28]([C:30]1[CH:35]=[CH:34][CH:33]=[CH:32][CH:31]=1)=[O:29].